Task: Predict the reaction yield, written as a fraction of the theoretical maximum amount of product (1.0 means a 100% yield; for example, 0.34 means a 34% yield).. Dataset: Reaction yield outcomes from USPTO patents with 853,638 reactions (1) The reactants are C([N:8]1[CH2:13][CH2:12][C:11]2([C:21]3[C:16](=[CH:17][CH:18]=[CH:19][C:20]=3[CH2:22][N:23]([CH:31]([CH3:33])[CH3:32])[C:24](=[O:30])[O:25][C:26]([CH3:29])([CH3:28])[CH3:27])[N:15]([C:34]3[C:35]4[CH:42]([CH:43]([CH3:45])[CH3:44])[CH2:41][CH2:40][C:36]=4[N:37]=[CH:38][N:39]=3)[CH2:14]2)[CH2:10][CH2:9]1)C1C=CC=CC=1.C([O-])=O.[NH4+]. The catalyst is CO.[Pd]. The product is [CH:31]([N:23]([CH2:22][C:20]1[CH:19]=[CH:18][CH:17]=[C:16]2[N:15]([C:34]3[C:35]4[CH:42]([CH:43]([CH3:45])[CH3:44])[CH2:41][CH2:40][C:36]=4[N:37]=[CH:38][N:39]=3)[CH2:14][C:11]3([CH2:12][CH2:13][NH:8][CH2:9][CH2:10]3)[C:21]=12)[C:24](=[O:30])[O:25][C:26]([CH3:28])([CH3:29])[CH3:27])([CH3:33])[CH3:32]. The yield is 0.760. (2) The reactants are [Cl:1][C:2]1[C:3]([O:12][C:13]2[CH:18]=[C:17]([O:19][CH2:20][CH2:21][O:22][CH3:23])[CH:16]=[CH:15][C:14]=2/[CH:24]=[CH:25]/[CH2:26][OH:27])=[N:4][CH:5]=[C:6]([C:8]([F:11])([F:10])[F:9])[CH:7]=1.Cl[S:29]([N:32]=[C:33]=[O:34])(=[O:31])=[O:30].[CH3:35][O:36][CH2:37][CH2:38][CH2:39][NH2:40].Cl. The catalyst is C(#N)C.N1C=CC=CC=1. The product is [CH3:35][O:36][CH2:37][CH2:38][CH2:39][NH:40][S:29]([NH:32][C:33](=[O:34])[O:27][CH2:26]/[CH:25]=[CH:24]/[C:14]1[CH:15]=[CH:16][C:17]([O:19][CH2:20][CH2:21][O:22][CH3:23])=[CH:18][C:13]=1[O:12][C:3]1[C:2]([Cl:1])=[CH:7][C:6]([C:8]([F:9])([F:11])[F:10])=[CH:5][N:4]=1)(=[O:31])=[O:30]. The yield is 0.470. (3) The reactants are C([O:8][C:9]1[C:10]([CH3:34])=[CH:11][C:12]([F:33])=[C:13]([CH:32]=1)[O:14][C:15]1[C:24]2[C:19](=[CH:20][C:21]([O:27][CH2:28][CH2:29][O:30][CH3:31])=[C:22]([O:25][CH3:26])[CH:23]=2)[N:18]=[N:17][CH:16]=1)C1C=CC=CC=1. The catalyst is CO.CN(C=O)C.[Pd]. The product is [F:33][C:12]1[CH:11]=[C:10]([CH3:34])[C:9]([OH:8])=[CH:32][C:13]=1[O:14][C:15]1[C:24]2[C:19](=[CH:20][C:21]([O:27][CH2:28][CH2:29][O:30][CH3:31])=[C:22]([O:25][CH3:26])[CH:23]=2)[N:18]=[N:17][CH:16]=1. The yield is 0.440. (4) The reactants are [CH3:1][O:2][C:3](=[O:36])[NH:4][CH:5]([C:9]([N:11]1[CH2:15][CH2:14][CH2:13][CH:12]1[C:16]1[N:17]([CH2:28][O:29][CH2:30][CH2:31][Si:32]([CH3:35])([CH3:34])[CH3:33])[C:18]([C:21]2[CH:26]=[CH:25][C:24](Br)=[CH:23][CH:22]=2)=[CH:19][N:20]=1)=[O:10])[CH:6]([CH3:8])[CH3:7].[C:37]([N:47]1[CH2:52][CH2:51][NH:50][CH2:49][CH2:48]1)([O:39][CH2:40][C:41]1[CH:46]=[CH:45][CH:44]=[CH:43][CH:42]=1)=[O:38].C1C=CC(P(C2C(C3C(P(C4C=CC=CC=4)C4C=CC=CC=4)=CC=C4C=3C=CC=C4)=C3C(C=CC=C3)=CC=2)C2C=CC=CC=2)=CC=1.CC([O-])(C)C.[Na+]. The catalyst is C1(C)C=CC=CC=1.CC([O-])=O.CC([O-])=O.[Pd+2]. The product is [CH2:40]([O:39][C:37]([N:47]1[CH2:52][CH2:51][N:50]([C:24]2[CH:25]=[CH:26][C:21]([C:18]3[N:17]([CH2:28][O:29][CH2:30][CH2:31][Si:32]([CH3:35])([CH3:34])[CH3:33])[C:16]([CH:12]4[CH2:13][CH2:14][CH2:15][N:11]4[C:9](=[O:10])[CH:5]([NH:4][C:3]([O:2][CH3:1])=[O:36])[CH:6]([CH3:8])[CH3:7])=[N:20][CH:19]=3)=[CH:22][CH:23]=2)[CH2:49][CH2:48]1)=[O:38])[C:41]1[CH:46]=[CH:45][CH:44]=[CH:43][CH:42]=1. The yield is 0.130.